The task is: Predict the product of the given reaction.. This data is from Forward reaction prediction with 1.9M reactions from USPTO patents (1976-2016). (1) Given the reactants [CH3:1][O:2][C:3]1[CH:8]=[CH:7][C:6](B2OC(C)(C)C(C)(C)O2)=[CH:5][N:4]=1.B1([O-])O[O:19]1.O.O.O.O.[Na+], predict the reaction product. The product is: [CH3:1][O:2][C:3]1[N:4]=[CH:5][C:6]([OH:19])=[CH:7][CH:8]=1. (2) The product is: [CH:11]([N:14]1[CH2:19][CH2:18][N:17]([C:2]2[CH:7]=[N:6][C:5]([N+:8]([O-:10])=[O:9])=[CH:4][CH:3]=2)[CH2:16][CH2:15]1)([CH3:13])[CH3:12]. Given the reactants Br[C:2]1[CH:3]=[CH:4][C:5]([N+:8]([O-:10])=[O:9])=[N:6][CH:7]=1.[CH:11]([N:14]1[CH2:19][CH2:18][NH:17][CH2:16][CH2:15]1)([CH3:13])[CH3:12].C(=O)([O-])[O-].[K+].[K+], predict the reaction product. (3) Given the reactants [O:1]=[C:2]1[N:6]([C:7]2[CH:12]=[CH:11][C:10]([N:13]3[CH2:18][CH2:17][O:16][CH2:15][C:14]3=[O:19])=[CH:9][CH:8]=2)[CH2:5][C@H:4]([CH2:20][N:21]2C(=O)C3C(=CC=CC=3)C2=O)[O:3]1.C(Cl)(Cl)=O, predict the reaction product. The product is: [NH2:21][CH2:20][C@@H:4]1[O:3][C:2](=[O:1])[N:6]([C:7]2[CH:12]=[CH:11][C:10]([N:13]3[CH2:18][CH2:17][O:16][CH2:15][C:14]3=[O:19])=[CH:9][CH:8]=2)[CH2:5]1. (4) Given the reactants [C:1]1([N:7]([CH2:22][CH2:23][C:24]([O:26][CH2:27][CH3:28])=[O:25])[C:8]([C:10]2[CH:11]=[CH:12][C:13]3[S:17][C:16]([CH2:18]OC)=[N:15][C:14]=3[CH:21]=2)=[O:9])[CH:6]=[CH:5][CH:4]=[CH:3][CH:2]=1.B(Br)(Br)[Br:30], predict the reaction product. The product is: [C:1]1([N:7]([CH2:22][CH2:23][C:24]([O:26][CH2:27][CH3:28])=[O:25])[C:8]([C:10]2[CH:11]=[CH:12][C:13]3[S:17][C:16]([CH2:18][Br:30])=[N:15][C:14]=3[CH:21]=2)=[O:9])[CH:6]=[CH:5][CH:4]=[CH:3][CH:2]=1. (5) Given the reactants Br[C:2]1[CH:7]=[CH:6][C:5]([NH:8][C:9]([NH:11][CH3:12])=[O:10])=[CH:4][CH:3]=1.[B:13]1([B:13]2[O:17][C:16]([CH3:19])([CH3:18])[C:15]([CH3:21])([CH3:20])[O:14]2)[O:17][C:16]([CH3:19])([CH3:18])[C:15]([CH3:21])([CH3:20])[O:14]1.CC([O-])=O.[K+].C(Cl)Cl, predict the reaction product. The product is: [CH3:12][NH:11][C:9]([NH:8][C:5]1[CH:6]=[CH:7][C:2]([B:13]2[O:17][C:16]([CH3:19])([CH3:18])[C:15]([CH3:21])([CH3:20])[O:14]2)=[CH:3][CH:4]=1)=[O:10]. (6) Given the reactants FC(F)(F)S(O[C:7]1[CH:24]=[CH:23][C:10]2[N:11]([CH2:18][C:19]([F:22])([F:21])[F:20])[C:12]([C:14]([F:17])([F:16])[F:15])=[N:13][C:9]=2[C:8]=1[Cl:25])(=O)=O.[CH3:28][N:29](C=O)C, predict the reaction product. The product is: [Cl:25][C:8]1[C:9]2[N:13]=[C:18]([C:19]([F:22])([F:21])[F:20])[N:11]([CH2:12][C:14]([F:16])([F:17])[F:15])[C:10]=2[CH:23]=[CH:24][C:7]=1[C:28]#[N:29].